Predict the product of the given reaction. From a dataset of Forward reaction prediction with 1.9M reactions from USPTO patents (1976-2016). (1) Given the reactants [NH2:1][C:2]1[NH:3][C:4](=[O:37])[C:5]2[N:6]=[CH:7][N:8]([C@H:11]3[C@H:15]([OH:16])[C@H:14]([O:17]CC4C=CC=CC=4)[C@:13]([CH2:28][O:29]CC4C=CC=CC=4)([CH:25]([F:27])[F:26])[O:12]3)[C:9]=2[N:10]=1, predict the reaction product. The product is: [NH2:1][C:2]1[NH:3][C:4](=[O:37])[C:5]2[N:6]=[CH:7][N:8]([C@H:11]3[C@H:15]([OH:16])[C@H:14]([OH:17])[C@@:13]([CH:25]([F:27])[F:26])([CH2:28][OH:29])[O:12]3)[C:9]=2[N:10]=1. (2) Given the reactants [CH3:1][O:2][C:3]1[CH:4]=[C:5]([CH2:9][CH2:10][C:11](O)=[O:12])[CH:6]=[CH:7][CH:8]=1.CO, predict the reaction product. The product is: [CH3:1][O:2][C:3]1[CH:4]=[C:5]([CH2:9][CH2:10][CH2:11][OH:12])[CH:6]=[CH:7][CH:8]=1. (3) Given the reactants Cl[C:2]1[C:3]2[C:4](=[CH:13][N:14](CC3C=CC(OC)=CC=3)[N:15]=2)[N:5]=[C:6]([C:8]2[S:9][CH:10]=[CH:11][CH:12]=2)[N:7]=1.[NH2:25][C:26]1[CH:27]=[C:28]([S:32]([N:35]([CH3:37])[CH3:36])(=[O:34])=[O:33])[CH:29]=[CH:30][CH:31]=1.Cl, predict the reaction product. The product is: [CH3:36][N:35]([CH3:37])[S:32]([C:28]1[CH:29]=[CH:30][CH:31]=[C:26]([NH:25][C:2]2[C:3]3[NH:15][N:14]=[CH:13][C:4]=3[N:5]=[C:6]([C:8]3[S:9][CH:10]=[CH:11][CH:12]=3)[N:7]=2)[CH:27]=1)(=[O:33])=[O:34]. (4) Given the reactants [C:1]([O:5][C:6](=[O:28])[NH:7][C@H:8]([C:10](=O)[NH:11][C:12]1[CH:17]=[CH:16][C:15]([F:18])=[CH:14][C:13]=1[NH:19][C:20]1[CH:21]=[N:22][C:23](F)=[CH:24][CH:25]=1)[CH3:9])([CH3:4])([CH3:3])[CH3:2].[CH3:29][O-:30].[Na+], predict the reaction product. The product is: [C:1]([O:5][C:6](=[O:28])[NH:7][C@H:8]([C:10]1[N:19]([C:20]2[CH:21]=[N:22][C:23]([O:30][CH3:29])=[CH:24][CH:25]=2)[C:13]2[CH:14]=[C:15]([F:18])[CH:16]=[CH:17][C:12]=2[N:11]=1)[CH3:9])([CH3:4])([CH3:3])[CH3:2]. (5) Given the reactants [CH:1]([C:3]1[C:12]2[C:7](=[CH:8][CH:9]=[CH:10][CH:11]=2)[CH:6]=[CH:5][C:4]=1[O:13][CH2:14][C:15]1[CH:22]=[CH:21][C:18]([C:19]#[N:20])=[CH:17][CH:16]=1)=O.[CH3:23][CH:24]([CH3:40])[C:25]([NH:27][C:28]1[CH:33]=[CH:32][CH:31]=[C:30]([CH:34]2[CH2:39][CH2:38][NH:37][CH2:36][CH2:35]2)[CH:29]=1)=[O:26].C(C1C2C(=CC=CC=2)C=CC=1OCC#N)=O.C(OC1C=CC2C(=CC=CC=2)C=1C=O)CC(C)C.OC1C=CC2C(=CC=CC=2)C=1C=O.BrCC#N, predict the reaction product. The product is: [C:19]([C:18]1[CH:17]=[CH:16][C:15]([CH2:14][O:13][C:4]2[CH:5]=[CH:6][C:7]3[C:12](=[CH:11][CH:10]=[CH:9][CH:8]=3)[C:3]=2[CH2:1][N:37]2[CH2:38][CH2:39][CH:34]([C:30]3[CH:29]=[C:28]([NH:27][C:25](=[O:26])[CH:24]([CH3:40])[CH3:23])[CH:33]=[CH:32][CH:31]=3)[CH2:35][CH2:36]2)=[CH:22][CH:21]=1)#[N:20]. (6) Given the reactants [CH:1](=O)[CH:2]=[CH:3][C:4]1[CH:9]=[CH:8][CH:7]=[CH:6][CH:5]=1.[C:11]([CH2:13][C:14]([N-:16][CH2:17][C:18]1[CH:23]=[CH:22][CH:21]=[CH:20][CH:19]=1)=[O:15])#[N:12], predict the reaction product. The product is: [CH2:17]([NH:16][C:14](/[C:13](=[CH:1]/[CH:2]=[CH:3]/[C:4]1[CH:9]=[CH:8][CH:7]=[CH:6][CH:5]=1)/[C:11]#[N:12])=[O:15])[C:18]1[CH:23]=[CH:22][CH:21]=[CH:20][CH:19]=1.